Dataset: Forward reaction prediction with 1.9M reactions from USPTO patents (1976-2016). Task: Predict the product of the given reaction. (1) The product is: [F:5][C:6]1[CH:12]=[C:11]([N:13]2[CH2:18][CH2:17][O:16][CH2:15][CH2:14]2)[C:10]([F:19])=[CH:9][C:7]=1[NH:8][N:1]=[C:25]([C:24](=[O:30])[CH2:23][O:22][CH3:21])[C:26]([O:28][CH3:29])=[O:27]. Given the reactants [N:1]([O-])=O.[Na+].[F:5][C:6]1[CH:12]=[C:11]([N:13]2[CH2:18][CH2:17][O:16][CH2:15][CH2:14]2)[C:10]([F:19])=[CH:9][C:7]=1[NH2:8].Cl.[CH3:21][O:22][CH2:23][C:24](=[O:30])[CH2:25][C:26]([O:28][CH3:29])=[O:27].CC([O-])=O.[Na+].[OH-].[Na+], predict the reaction product. (2) The product is: [CH2:24]([O:31][C:32]([N:34]1[CH2:39][CH2:38][N:37]([CH2:12][CH2:11][C:9]2[CH:8]=[CH:7][C:6]3[O:1][CH2:2][CH2:3][O:4][C:5]=3[CH:10]=2)[CH2:36][CH2:35]1)=[O:33])[C:25]1[CH:30]=[CH:29][CH:28]=[CH:27][CH:26]=1. Given the reactants [O:1]1[C:6]2[CH:7]=[CH:8][C:9]([CH2:11][CH2:12]OS(C3C=CC(C)=CC=3)(=O)=O)=[CH:10][C:5]=2[O:4][CH2:3][CH2:2]1.[CH2:24]([O:31][C:32]([N:34]1[CH2:39][CH2:38][NH:37][CH2:36][CH2:35]1)=[O:33])[C:25]1[CH:30]=[CH:29][CH:28]=[CH:27][CH:26]=1.C(N(CC)CC)C, predict the reaction product. (3) Given the reactants Cl[C:2]1[CH:3]=[CH:4][C:5]([F:20])=[C:6]([C:8]2[CH:13]=[CH:12][C:11]([S:14]([CH2:17][CH3:18])(=[O:16])=[O:15])=[CH:10][C:9]=2[F:19])[CH:7]=1.[B:21]1([B:21]2[O:25][C:24]([CH3:27])([CH3:26])[C:23]([CH3:29])([CH3:28])[O:22]2)[O:25][C:24]([CH3:27])([CH3:26])[C:23]([CH3:29])([CH3:28])[O:22]1.C1(P(C2CCCCC2)C2C=CC=CC=2C2C(C(C)C)=CC(C(C)C)=CC=2C(C)C)CCCCC1.C([O-])(=O)C.[K+], predict the reaction product. The product is: [CH2:17]([S:14]([C:11]1[CH:12]=[CH:13][C:8]([C:6]2[C:5]([F:20])=[CH:4][CH:3]=[C:2]([B:21]3[O:25][C:24]([CH3:27])([CH3:26])[C:23]([CH3:29])([CH3:28])[O:22]3)[CH:7]=2)=[C:9]([F:19])[CH:10]=1)(=[O:16])=[O:15])[CH3:18]. (4) The product is: [Br-:27].[C:18]([C:10]1[N:11]([CH:15]([CH3:16])[CH3:17])[C:12]([CH2:13][P+:34]([C:28]2[CH:29]=[CH:30][CH:31]=[CH:32][CH:33]=2)([C:35]2[CH:40]=[CH:39][CH:38]=[CH:37][CH:36]=2)[C:41]2[CH:42]=[CH:43][CH:44]=[CH:45][CH:46]=2)=[C:8]([C:5]2[CH:6]=[CH:7][C:2]([F:1])=[CH:3][CH:4]=2)[C:9]=1[C:21]1[CH:26]=[CH:25][CH:24]=[CH:23][CH:22]=1)(=[O:19])[NH2:20]. Given the reactants [F:1][C:2]1[CH:7]=[CH:6][C:5]([C:8]2[C:9]([C:21]3[CH:26]=[CH:25][CH:24]=[CH:23][CH:22]=3)=[C:10]([C:18]([NH2:20])=[O:19])[N:11]([CH:15]([CH3:17])[CH3:16])[C:12]=2[CH2:13]O)=[CH:4][CH:3]=1.[BrH:27].[C:28]1([P:34]([C:41]2[CH:46]=[CH:45][CH:44]=[CH:43][CH:42]=2)[C:35]2[CH:40]=[CH:39][CH:38]=[CH:37][CH:36]=2)[CH:33]=[CH:32][CH:31]=[CH:30][CH:29]=1, predict the reaction product.